Predict the reactants needed to synthesize the given product. From a dataset of Full USPTO retrosynthesis dataset with 1.9M reactions from patents (1976-2016). Given the product [NH2:30][CH2:29][C@@H:27]1[CH2:26][C@H:25]([N:8]2[C:4]3[N:5]=[CH:6][N:7]=[C:2]([NH2:1])[C:3]=3[C:10]([C:11]3[CH:16]=[CH:15][CH:14]=[C:13]([O:17][CH2:18][C:19]4[CH:24]=[CH:23][CH:22]=[CH:21][CH:20]=4)[CH:12]=3)=[CH:9]2)[CH2:28]1, predict the reactants needed to synthesize it. The reactants are: [NH2:1][C:2]1[C:3]2[C:10]([C:11]3[CH:16]=[CH:15][CH:14]=[C:13]([O:17][CH2:18][C:19]4[CH:24]=[CH:23][CH:22]=[CH:21][CH:20]=4)[CH:12]=3)=[CH:9][N:8]([C@@H:25]3[CH2:28][C@H:27]([CH2:29][N:30]4C(=O)C5C(=CC=CC=5)C4=O)[CH2:26]3)[C:4]=2[N:5]=[CH:6][N:7]=1.O.NN.